From a dataset of Forward reaction prediction with 1.9M reactions from USPTO patents (1976-2016). Predict the product of the given reaction. (1) Given the reactants Br[C:2]1[CH:3]=[C:4]2[C:13](=[CH:14][C:15]=1[C:16]([F:19])([F:18])[F:17])[O:12][CH2:11][C:10]1[N:5]2[CH:6]([CH3:29])[C:7](=[O:28])[N:8]([CH2:20][O:21][CH2:22][CH2:23][Si:24]([CH3:27])([CH3:26])[CH3:25])[N:9]=1.[NH2:30][C:31]1([CH3:42])[CH2:34][N:33]([C:35]([O:37][C:38]([CH3:41])([CH3:40])[CH3:39])=[O:36])[CH2:32]1.C(=O)([O-])[O-].[Cs+].[Cs+].C1C=CC(P(C2C(C3C(P(C4C=CC=CC=4)C4C=CC=CC=4)=CC=C4C=3C=CC=C4)=C3C(C=CC=C3)=CC=2)C2C=CC=CC=2)=CC=1, predict the reaction product. The product is: [C:38]([O:37][C:35]([N:33]1[CH2:34][C:31]([CH3:42])([NH:30][C:2]2[CH:3]=[C:4]3[C:13](=[CH:14][C:15]=2[C:16]([F:19])([F:18])[F:17])[O:12][CH2:11][C:10]2[N:5]3[CH:6]([CH3:29])[C:7](=[O:28])[N:8]([CH2:20][O:21][CH2:22][CH2:23][Si:24]([CH3:27])([CH3:26])[CH3:25])[N:9]=2)[CH2:32]1)=[O:36])([CH3:41])([CH3:39])[CH3:40]. (2) Given the reactants [NH:1]([C:3]1[C:8]([O:9][CH3:10])=[CH:7][C:6]([N+:11]([O-:13])=[O:12])=[CH:5][N:4]=1)[NH2:2].[F:14][CH:15]([F:24])[C:16](O[C:16](=[O:17])[CH:15]([F:24])[F:14])=[O:17], predict the reaction product. The product is: [F:14][CH:15]([F:24])[C:16]([NH:2][NH:1][C:3]1[C:8]([O:9][CH3:10])=[CH:7][C:6]([N+:11]([O-:13])=[O:12])=[CH:5][N:4]=1)=[O:17]. (3) Given the reactants [O:1]=[C:2]1[NH:6][C:5]([C:7]([O:9][CH2:10][CH3:11])=[O:8])=[C:4]([C:12]2[CH:17]=[CH:16][CH:15]=[CH:14][CH:13]=2)[N:3]1[C:18]1[CH:23]=[CH:22][CH:21]=[CH:20][CH:19]=1.F[B-](F)(F)F.[CH2:29]([O+](CC)CC)[CH3:30].C(=O)(O)[O-].[Na+], predict the reaction product. The product is: [CH2:29]([O:1][C:2]1[N:3]([C:18]2[CH:23]=[CH:22][CH:21]=[CH:20][CH:19]=2)[C:4]([C:12]2[CH:17]=[CH:16][CH:15]=[CH:14][CH:13]=2)=[C:5]([C:7]([O:9][CH2:10][CH3:11])=[O:8])[N:6]=1)[CH3:30]. (4) Given the reactants C([N:5]1[C:9](C)=[C:8]([C:11]2[CH:16]=[CH:15]C=CC=2)C=N1)CC#C.[CH2:17]([N:21]1[CH:25]=[C:24]([C:26]2[CH:31]=[CH:30][CH:29]=[CH:28][CH:27]=2)[C:23]([CH3:32])=[N:22]1)[CH2:18][C:19]#[CH:20].CC1N(CCC#CC2C=CC=CN=2)N=CC=1C1C=CC=CC=1, predict the reaction product. The product is: [CH3:32][C:23]1[C:24]([C:26]2[CH:31]=[CH:30][CH:29]=[CH:28][CH:27]=2)=[CH:25][N:21]([CH2:17][CH2:18][C:19]#[C:20][C:9]2[CH:8]=[CH:11][CH:16]=[CH:15][N:5]=2)[N:22]=1. (5) Given the reactants C(N(CC)CC)C.[CH2:8]([O:10][C:11]1[CH:23]=[CH:22][CH:21]=[CH:20][C:12]=1[O:13][C@@H:14]1[CH2:19][CH2:18][CH2:17][NH:16][CH2:15]1)[CH3:9].Cl[C:25]1[C:34]([F:35])=[CH:33][C:28]([C:29]([O:31][CH3:32])=[O:30])=[CH:27][N:26]=1.O, predict the reaction product. The product is: [CH2:8]([O:10][C:11]1[CH:23]=[CH:22][CH:21]=[CH:20][C:12]=1[O:13][C@@H:14]1[CH2:19][CH2:18][CH2:17][N:16]([C:25]2[C:34]([F:35])=[CH:33][C:28]([C:29]([O:31][CH3:32])=[O:30])=[CH:27][N:26]=2)[CH2:15]1)[CH3:9]. (6) Given the reactants FC(F)(F)C(O)=O.C1(C([N:16]2[CH2:20][CH2:19][CH:18]3[CH2:21][N:22]([C:24]4[C:25]5[S:33][C:32]6[CH2:34][CH2:35][CH2:36][CH2:37][C:31]=6[C:26]=5[N:27]=[C:28]([NH2:30])[N:29]=4)[CH2:23][CH:17]23)C)C=CC=CC=1, predict the reaction product. The product is: [NH:16]1[CH2:20][CH2:19][C@@H:18]2[CH2:21][N:22]([C:24]3[C:25]4[S:33][C:32]5[CH2:34][CH2:35][CH2:36][CH2:37][C:31]=5[C:26]=4[N:27]=[C:28]([NH2:30])[N:29]=3)[CH2:23][C@H:17]12.